Dataset: Reaction yield outcomes from USPTO patents with 853,638 reactions. Task: Predict the reaction yield, written as a fraction of the theoretical maximum amount of product (1.0 means a 100% yield; for example, 0.34 means a 34% yield). (1) The reactants are [S:1]=[C:2]1[C:7]2[N:8]3[C:14](=[C:15]([C:16]#[N:17])[C:6]=2[N:5]=[CH:4][NH:3]1)[CH2:13][CH2:12][CH2:11][CH2:10][CH2:9]3.[OH-:18].[Na+].O. The catalyst is C(O)(=O)C. The product is [S:1]=[C:2]1[C:7]2[N:8]3[C:14](=[C:15]([C:16]([NH2:17])=[O:18])[C:6]=2[N:5]=[CH:4][NH:3]1)[CH2:13][CH2:12][CH2:11][CH2:10][CH2:9]3. The yield is 0.810. (2) The reactants are C(OC(=O)[NH:7][CH2:8][CH2:9][CH2:10][O:11][C:12]1[C:17]2[C:18]([Cl:22])=[CH:19][CH:20]=[CH:21][C:16]=2[O:15][C:14](=[O:23])[CH:13]=1)(C)(C)C.Cl.O1CCOCC1. No catalyst specified. The product is [ClH:22].[NH2:7][CH2:8][CH2:9][CH2:10][O:11][C:12]1[C:17]2[C:18]([Cl:22])=[CH:19][CH:20]=[CH:21][C:16]=2[O:15][C:14](=[O:23])[CH:13]=1. The yield is 0.410. (3) The reactants are [Br:1][C:2]1[C:6]2[N:7]=[C:8](Cl)[N:9]=[C:10]([CH2:11][CH2:12][CH2:13][NH2:14])[C:5]=2[S:4][CH:3]=1.[ClH:16].ClC1N=[C:20]([NH:27][CH:28]2C[CH2:32][CH2:31][NH:30][CH2:29]2)[C:21]2S[CH2:25][CH2:24][C:22]=2N=1.[CH:34](N(C(C)C)CC)(C)C. The catalyst is O1CCOCC1. The product is [Br:1][C:2]1[C:6]2[N:7]=[C:8]([N:30]3[CH2:29][CH2:28][N:27]([C:20]4[CH:21]=[CH:22][C:24]([Cl:16])=[CH:25][CH:34]=4)[CH2:32][CH2:31]3)[N:9]=[C:10]([CH2:11][CH2:12][CH2:13][NH2:14])[C:5]=2[S:4][CH:3]=1. The yield is 1.00.